From a dataset of Full USPTO retrosynthesis dataset with 1.9M reactions from patents (1976-2016). Predict the reactants needed to synthesize the given product. (1) Given the product [Br:11][C:10]1[CH:9]=[CH:8][C:4]([C:5]([OH:7])=[O:6])=[CH:3][C:2]=1[OH:1], predict the reactants needed to synthesize it. The reactants are: [OH:1][C:2]1[CH:3]=[C:4]([CH:8]=[CH:9][CH:10]=1)[C:5]([OH:7])=[O:6].[Br:11]Br. (2) Given the product [NH2:23][C:11]1[CH:10]=[C:9]([NH:8][CH2:1][C:2]2[CH:3]=[CH:4][CH:5]=[CH:6][CH:7]=2)[CH:14]=[CH:13][C:12]=1[S:15][C:16]1[CH:17]=[CH:18][C:19]([OH:22])=[CH:20][CH:21]=1, predict the reactants needed to synthesize it. The reactants are: [CH2:1]([NH:8][C:9]1[CH:14]=[CH:13][C:12]([S:15][C:16]2[CH:21]=[CH:20][C:19]([OH:22])=[CH:18][CH:17]=2)=[C:11]([N+:23]([O-])=O)[CH:10]=1)[C:2]1[CH:7]=[CH:6][CH:5]=[CH:4][CH:3]=1.[Cl-].[NH4+].O1CCCC1.O. (3) Given the product [F:3][C:4]1([F:19])[CH2:9][CH2:8][CH:7]([C:10](=[O:18])[CH:11]=[CH:38][C:33]2[C:32]([C:30]3[N:29]=[CH:28][N:27]([C:26]([C:46]4[CH:51]=[CH:50][CH:49]=[CH:48][CH:47]=4)([C:40]4[CH:41]=[CH:42][CH:43]=[CH:44][CH:45]=4)[C:20]4[CH:25]=[CH:24][CH:23]=[CH:22][CH:21]=4)[CH:31]=3)=[CH:37][CH:36]=[CH:35][N:34]=2)[CH2:6][CH2:5]1, predict the reactants needed to synthesize it. The reactants are: [H-].[Na+].[F:3][C:4]1([F:19])[CH2:9][CH2:8][CH:7]([C:10](=[O:18])[CH2:11]P(=O)(OC)OC)[CH2:6][CH2:5]1.[C:20]1([C:26]([C:46]2[CH:51]=[CH:50][CH:49]=[CH:48][CH:47]=2)([C:40]2[CH:45]=[CH:44][CH:43]=[CH:42][CH:41]=2)[N:27]2[CH:31]=[C:30]([C:32]3[C:33]([CH:38]=O)=[N:34][CH:35]=[CH:36][CH:37]=3)[N:29]=[CH:28]2)[CH:25]=[CH:24][CH:23]=[CH:22][CH:21]=1. (4) Given the product [CH2:42]([O:41][CH2:40][C@H:22]([NH:21][C:13](=[O:15])[CH2:12][N:9]1[CH2:8][CH2:7][N:6]([CH2:5][C:4]2[C:16]([F:20])=[CH:17][CH:18]=[CH:19][C:3]=2[Cl:2])[CH2:11][CH2:10]1)[C:23]([NH:25][C:26]1[CH:31]=[CH:30][C:29]([O:32][C:33]2[CH:38]=[CH:37][C:36]([F:39])=[CH:35][CH:34]=2)=[CH:28][CH:27]=1)=[O:24])[C:43]1[CH:48]=[CH:47][CH:46]=[CH:45][CH:44]=1, predict the reactants needed to synthesize it. The reactants are: Cl.[Cl:2][C:3]1[CH:19]=[CH:18][CH:17]=[C:16]([F:20])[C:4]=1[CH2:5][N:6]1[CH2:11][CH2:10][N:9]([CH2:12][C:13]([OH:15])=O)[CH2:8][CH2:7]1.[NH2:21][C@@H:22]([CH2:40][O:41][CH2:42][C:43]1[CH:48]=[CH:47][CH:46]=[CH:45][CH:44]=1)[C:23]([NH:25][C:26]1[CH:31]=[CH:30][C:29]([O:32][C:33]2[CH:38]=[CH:37][C:36]([F:39])=[CH:35][CH:34]=2)=[CH:28][CH:27]=1)=[O:24]. (5) Given the product [F:18][C:13]1[CH:14]=[CH:15][CH:16]=[CH:17][C:12]=1[CH2:11][C:9]1[N:8]([CH3:19])[C:5]2[CH:6]=[N:7][C:2]([NH:34][C:32]3[CH:31]=[CH:30][N:29]=[C:28]([N:25]4[CH2:24][CH2:23][CH:22]([O:21][CH3:20])[CH2:27][CH2:26]4)[N:33]=3)=[CH:3][C:4]=2[N:10]=1, predict the reactants needed to synthesize it. The reactants are: Br[C:2]1[N:7]=[CH:6][C:5]2[N:8]([CH3:19])[C:9]([CH2:11][C:12]3[CH:17]=[CH:16][CH:15]=[CH:14][C:13]=3[F:18])=[N:10][C:4]=2[CH:3]=1.[CH3:20][O:21][CH:22]1[CH2:27][CH2:26][N:25]([C:28]2[N:33]=[C:32]([NH2:34])[CH:31]=[CH:30][N:29]=2)[CH2:24][CH2:23]1.CC(C1C=C(C(C)C)C(C2C=CC=CC=2P(C2CCCCC2)C2CCCCC2)=C(C(C)C)C=1)C.C([O-])([O-])=O.[Cs+].[Cs+]. (6) Given the product [CH2:1]([O:5][C:6]1[CH:7]=[C:8](/[CH:21]=[CH:22]/[C:23]([O:25][CH3:26])=[O:24])[CH:9]=[CH:10][C:11]=1[C:28]1[CH:29]=[CH:30][CH:31]=[C:32]([N:34]([CH3:44])[C:35]([NH:37][CH2:38][CH2:39][CH2:40][CH2:41][CH3:42])=[O:36])[N:33]=1)[CH2:2][CH2:3][CH3:4], predict the reactants needed to synthesize it. The reactants are: [CH2:1]([O:5][C:6]1[CH:7]=[C:8](/[CH:21]=[CH:22]/[C:23]([O:25][CH3:26])=[O:24])[CH:9]=[CH:10][C:11]=1B1OC(C)(C)C(C)(C)O1)[CH2:2][CH2:3][CH3:4].Br[C:28]1[N:33]=[C:32]([N:34]([CH3:44])[C:35]([NH:37][C:38]2C=[CH:42][CH:41]=[CH:40][CH:39]=2)=[O:36])[CH:31]=[CH:30][CH:29]=1. (7) Given the product [N+:21](=[C:4]([C:5](=[O:7])[CH3:6])[C:1](=[O:3])[CH3:2])=[N-:22], predict the reactants needed to synthesize it. The reactants are: [C:1]([CH2:4][C:5](=[O:7])[CH3:6])(=[O:3])[CH3:2].C(NC1C=CC(S([N:21]=[N+:22]=[N-])(=O)=O)=CC=1)(=O)C.C(N(CC)CC)C. (8) Given the product [CH3:1][N:2]1[C:6]([C:7]([F:10])([F:9])[F:8])=[C:5]([C:11]#[N:16])[C:4](=[O:13])[N:3]1[CH3:14], predict the reactants needed to synthesize it. The reactants are: [CH3:1][N:2]1[C:6]([C:7]([F:10])([F:9])[F:8])=[C:5]([CH:11]=O)[C:4](=[O:13])[N:3]1[CH3:14].Cl.[NH2:16]O.